Task: Predict the product of the given reaction.. Dataset: Forward reaction prediction with 1.9M reactions from USPTO patents (1976-2016) (1) Given the reactants [CH:1]([C:5]1[CH:10]=[CH:9][CH:8]=[C:7]([CH:11]([CH2:13][CH3:14])[CH3:12])[C:6]=1[O:15]C(=O)N)([CH2:3][CH3:4])[CH3:2].[OH-].[Na+], predict the reaction product. The product is: [CH:11]([C:7]1[CH:8]=[CH:9][CH:10]=[C:5]([CH:1]([CH2:3][CH3:4])[CH3:2])[C:6]=1[OH:15])([CH2:13][CH3:14])[CH3:12]. (2) Given the reactants Br[C:2]1[N:7]=[C:6]([CH2:8][O:9][C:10]2[CH:11]=[C:12]([C@H:16]([CH:23]3[CH2:25][CH2:24]3)[CH2:17][C:18]([O:20]CC)=[O:19])[CH:13]=[CH:14][CH:15]=2)[CH:5]=[N:4][C:3]=1[C:26]1[CH:31]=[C:30]([O:32][CH3:33])[CH:29]=[CH:28][C:27]=1[F:34].[CH3:35][C:36]1[CH:37]=[C:38](B(O)O)[CH:39]=[CH:40][CH:41]=1, predict the reaction product. The product is: [CH:23]1([C@@H:16]([C:12]2[CH:13]=[CH:14][CH:15]=[C:10]([O:9][CH2:8][C:6]3[CH:5]=[N:4][C:3]([C:26]4[CH:31]=[C:30]([O:32][CH3:33])[CH:29]=[CH:28][C:27]=4[F:34])=[C:2]([C:40]4[CH:41]=[C:36]([CH3:35])[CH:37]=[CH:38][CH:39]=4)[N:7]=3)[CH:11]=2)[CH2:17][C:18]([OH:20])=[O:19])[CH2:25][CH2:24]1. (3) Given the reactants Cl[C:2]1[N:3]=[C:4]([N:23]2[CH2:28][CH2:27][O:26][CH2:25][CH2:24]2)[C:5]2[S:10][C:9]([C:11]3[CH:12]=[C:13]([NH:17][C:18](=[O:22])[C@@H:19]([OH:21])[CH3:20])[CH:14]=[CH:15][CH:16]=3)=[CH:8][C:6]=2[N:7]=1.[NH2:29][C:30]1[CH:35]=[CH:34][C:33](B2OC(C)(C)C(C)(C)O2)=[CH:32][N:31]=1, predict the reaction product. The product is: [NH2:29][C:30]1[N:31]=[CH:32][C:33]([C:2]2[N:3]=[C:4]([N:23]3[CH2:28][CH2:27][O:26][CH2:25][CH2:24]3)[C:5]3[S:10][C:9]([C:11]4[CH:12]=[C:13]([NH:17][C:18](=[O:22])[C@@H:19]([OH:21])[CH3:20])[CH:14]=[CH:15][CH:16]=4)=[CH:8][C:6]=3[N:7]=2)=[CH:34][CH:35]=1. (4) Given the reactants C(OC([NH:8][CH2:9][CH2:10][C:11]([O:13][CH:14]1[CH2:19][CH2:18][CH:17]([NH:20][C:21]2[CH:26]=[C:25]([N:27]3[C:35]4[CH2:34][C:33]([CH3:37])([CH3:36])[CH2:32][C:31](=[O:38])[C:30]=4[C:29]([CH3:39])=[N:28]3)[CH:24]=[CH:23][C:22]=2[C:40](=[O:42])[NH2:41])[CH2:16][CH2:15]1)=[O:12])=O)(C)(C)C.FC(F)(F)C(O)=O, predict the reaction product. The product is: [C:40]([C:22]1[CH:23]=[CH:24][C:25]([N:27]2[C:35]3[CH2:34][C:33]([CH3:37])([CH3:36])[CH2:32][C:31](=[O:38])[C:30]=3[C:29]([CH3:39])=[N:28]2)=[CH:26][C:21]=1[NH:20][CH:17]1[CH2:18][CH2:19][CH:14]([O:13][C:11](=[O:12])[CH2:10][CH2:9][NH2:8])[CH2:15][CH2:16]1)(=[O:42])[NH2:41]. (5) Given the reactants C1([C@H](OC(=O)[NH:11][C@@H:12]2[C@@H:21]([O:22][CH3:23])[CH2:20][C:19]3[C:14](=[CH:15][C:16]([OH:24])=[CH:17][CH:18]=3)[C:13]2([CH2:27][CH3:28])[CH2:25][CH3:26])C)C=CC=CC=1.Cl.O1CCOCC1, predict the reaction product. The product is: [NH2:11][C@H:12]1[C:13]([CH2:27][CH3:28])([CH2:25][CH3:26])[C:14]2[CH:15]=[C:16]([OH:24])[CH:17]=[CH:18][C:19]=2[CH2:20][C@@H:21]1[O:22][CH3:23]. (6) Given the reactants [Br:1][C:2]1[CH:12]=[CH:11][C:5]2[N:6]([CH3:10])[C:7](=[O:9])[NH:8][C:4]=2[C:3]=1[O:13][CH2:14][CH:15]1[CH2:18][CH2:17][CH2:16]1.Cl.Br[CH2:21][CH2:22][N:23]1[CH2:28][CH2:27][O:26][CH2:25][CH2:24]1, predict the reaction product. The product is: [Br:1][C:2]1[CH:12]=[CH:11][C:5]2[N:6]([CH3:10])[C:7](=[O:9])[N:8]([CH2:21][CH2:22][N:23]3[CH2:28][CH2:27][O:26][CH2:25][CH2:24]3)[C:4]=2[C:3]=1[O:13][CH2:14][CH:15]1[CH2:18][CH2:17][CH2:16]1. (7) Given the reactants [C:1]([C:4]1[C:5](=[O:15])[NH:6][C:7]2[C:12]([C:13]=1[OH:14])=[CH:11][CH:10]=[CH:9][N:8]=2)(=[O:3])[CH3:2].[H-].[Na+].[CH3:18]I, predict the reaction product. The product is: [C:1]([C:4]1[C:5](=[O:15])[N:6]([CH3:18])[C:7]2[C:12]([C:13]=1[OH:14])=[CH:11][CH:10]=[CH:9][N:8]=2)(=[O:3])[CH3:2]. (8) Given the reactants [CH3:1][O:2][CH:3]([O:11]C)/[C:4](/[C:7](OC)=O)=[CH:5]/[O-].[Na+].Cl.[NH2:15][C:16]([NH2:18])=[NH:17].O, predict the reaction product. The product is: [NH2:18][C:16]1[N:17]=[CH:7][C:4]([C:3]([O:2][CH3:1])=[O:11])=[CH:5][N:15]=1. (9) Given the reactants [Cl:1][C:2]1[C:3]([F:31])=[C:4]([NH:8][CH:9]([C:11]2[CH:12]=[C:13]([C:28](O)=[O:29])[CH:14]=[C:15]3[C:20]=2[O:19][C:18]([N:21]2[CH2:26][CH2:25][O:24][CH2:23][CH2:22]2)=[CH:17][C:16]3=[O:27])[CH3:10])[CH:5]=[CH:6][CH:7]=1.[CH3:32][N:33]1[CH2:38]CO[CH2:35][CH2:34]1.C[N:40]1C(=O)CCC1, predict the reaction product. The product is: [Cl:1][C:2]1[C:3]([F:31])=[C:4]([NH:8][CH:9]([C:11]2[CH:12]=[C:13]([C:28]([NH:40][CH2:35][CH2:34][N:33]([CH3:38])[CH3:32])=[O:29])[CH:14]=[C:15]3[C:20]=2[O:19][C:18]([N:21]2[CH2:26][CH2:25][O:24][CH2:23][CH2:22]2)=[CH:17][C:16]3=[O:27])[CH3:10])[CH:5]=[CH:6][CH:7]=1.